Task: Regression. Given two drug SMILES strings and cell line genomic features, predict the synergy score measuring deviation from expected non-interaction effect.. Dataset: NCI-60 drug combinations with 297,098 pairs across 59 cell lines (1) Drug 1: CN(C)C1=NC(=NC(=N1)N(C)C)N(C)C. Drug 2: CC12CCC3C(C1CCC2O)C(CC4=C3C=CC(=C4)O)CCCCCCCCCS(=O)CCCC(C(F)(F)F)(F)F. Cell line: NCI-H226. Synergy scores: CSS=-1.31, Synergy_ZIP=-0.633, Synergy_Bliss=-1.73, Synergy_Loewe=-4.21, Synergy_HSA=-4.14. (2) Synergy scores: CSS=2.18, Synergy_ZIP=-5.41, Synergy_Bliss=-2.00, Synergy_Loewe=-16.3, Synergy_HSA=-3.95. Drug 1: C1=NC2=C(N=C(N=C2N1C3C(C(C(O3)CO)O)O)F)N. Cell line: HOP-92. Drug 2: CN1C(=O)N2C=NC(=C2N=N1)C(=O)N. (3) Drug 1: CC1=C2C(C(=O)C3(C(CC4C(C3C(C(C2(C)C)(CC1OC(=O)C(C(C5=CC=CC=C5)NC(=O)C6=CC=CC=C6)O)O)OC(=O)C7=CC=CC=C7)(CO4)OC(=O)C)O)C)OC(=O)C. Drug 2: CN(C(=O)NC(C=O)C(C(C(CO)O)O)O)N=O. Cell line: NCI-H460. Synergy scores: CSS=17.8, Synergy_ZIP=1.04, Synergy_Bliss=-0.809, Synergy_Loewe=-58.0, Synergy_HSA=-2.30. (4) Drug 1: C1=CC(=CC=C1CCC2=CNC3=C2C(=O)NC(=N3)N)C(=O)NC(CCC(=O)O)C(=O)O. Drug 2: C1CN1P(=S)(N2CC2)N3CC3. Cell line: KM12. Synergy scores: CSS=11.4, Synergy_ZIP=-4.88, Synergy_Bliss=-6.56, Synergy_Loewe=-4.73, Synergy_HSA=-4.44. (5) Drug 1: C1CN(P(=O)(OC1)NCCCl)CCCl. Drug 2: CCC1(C2=C(COC1=O)C(=O)N3CC4=CC5=C(C=CC(=C5CN(C)C)O)N=C4C3=C2)O.Cl. Cell line: OVCAR-4. Synergy scores: CSS=2.01, Synergy_ZIP=-3.94, Synergy_Bliss=-6.02, Synergy_Loewe=-14.7, Synergy_HSA=-6.58. (6) Drug 1: CCCS(=O)(=O)NC1=C(C(=C(C=C1)F)C(=O)C2=CNC3=C2C=C(C=N3)C4=CC=C(C=C4)Cl)F. Drug 2: C1=NC2=C(N1)C(=S)N=CN2. Cell line: NCI-H322M. Synergy scores: CSS=1.61, Synergy_ZIP=-7.28, Synergy_Bliss=-17.0, Synergy_Loewe=-46.8, Synergy_HSA=-21.7.